From a dataset of Catalyst prediction with 721,799 reactions and 888 catalyst types from USPTO. Predict which catalyst facilitates the given reaction. (1) Reactant: [C:1]1([NH:7][C:8]2[CH:13]=[CH:12][CH:11]=[CH:10][CH:9]=2)[CH:6]=[CH:5][CH:4]=[CH:3][CH:2]=1.Br[C:15]1[CH:20]=[CH:19][CH:18]=[C:17](Cl)[C:16]=1[Cl:22].C[C:24]([O-])([CH3:26])[CH3:25].[Na+]. Product: [Cl:22][C:16]1[C:15]([N:7]([C:1]2[CH:2]=[CH:3][CH:4]=[CH:5][CH:6]=2)[C:8]2[CH:9]=[CH:10][CH:11]=[CH:12][CH:13]=2)=[CH:20][CH:19]=[CH:18][C:17]=1[N:7]([C:25]1[CH:24]=[CH:26][CH:13]=[CH:8][CH:9]=1)[C:1]1[CH:6]=[CH:5][CH:4]=[CH:3][CH:2]=1. The catalyst class is: 113. (2) Reactant: C1(N=C=NC2CCCCC2)CCCCC1.[Cl:16][C:17]1[CH:22]=[CH:21][C:20]([NH2:23])=[C:19]([NH2:24])[CH:18]=1.[C:25]([O:29][C:30]([NH:32][C:33]1([C:38](O)=O)[CH2:37][CH2:36][O:35][CH2:34]1)=[O:31])([CH3:28])([CH3:27])[CH3:26]. Product: [C:25]([O:29][C:30](=[O:31])[NH:32][C:33]1([C:38]2[NH:23][C:20]3[CH:21]=[CH:22][C:17]([Cl:16])=[CH:18][C:19]=3[N:24]=2)[CH2:37][CH2:36][O:35][CH2:34]1)([CH3:28])([CH3:26])[CH3:27]. The catalyst class is: 1. (3) Reactant: S(=O)(=O)(O)O.[Br:6][C:7]1[CH:8]=[C:9]([O:17][CH3:18])[C:10]([OH:16])=[C:11]([CH:15]=1)[C:12]([OH:14])=[O:13].CO.[C:21](OCC)(=O)C. Product: [CH3:21][O:13][C:12](=[O:14])[C:11]1[CH:15]=[C:7]([Br:6])[CH:8]=[C:9]([O:17][CH3:18])[C:10]=1[OH:16]. The catalyst class is: 81. (4) Reactant: Br[C:2]1[CH:3]=[CH:4][C:5]2[C:11]([CH3:13])([CH3:12])[CH2:10][CH2:9][C:8](=[O:14])[NH:7][C:6]=2[CH:15]=1.[Cl:16][CH2:17][CH2:18][CH2:19]/[CH:20]=[CH:21]/B(O)O.C(=O)([O-])[O-].[Na+].[Na+]. Product: [Cl:16][CH2:17][CH2:18][CH2:19][CH:20]=[CH:21][C:2]1[CH:3]=[CH:4][C:5]2[C:11]([CH3:13])([CH3:12])[CH2:10][CH2:9][C:8](=[O:14])[NH:7][C:6]=2[CH:15]=1. The catalyst class is: 104. (5) Reactant: [CH3:1][C:2]1[NH:3][C:4](=[O:23])[N:5]([C:16]2[CH:17]=[C:18]([CH3:22])[CH:19]=[CH:20][CH:21]=2)[C:6]=1[C:7]1[CH:8]=[CH:9][C:10]2[N:11]([N:13]=[CH:14][N:15]=2)[CH:12]=1.CC(C)([O-])C.[K+].I[CH2:31][CH:32]1[CH2:36][CH2:35][CH2:34][CH2:33]1. Product: [N:15]1[CH:14]=[N:13][N:11]2[CH:12]=[C:7]([C:6]3[N:5]([C:16]4[CH:17]=[C:18]([CH3:22])[CH:19]=[CH:20][CH:21]=4)[C:4](=[O:23])[N:3]([CH2:31][CH:32]4[CH2:36][CH2:35][CH2:34][CH2:33]4)[C:2]=3[CH3:1])[CH:8]=[CH:9][C:10]=12. The catalyst class is: 9. (6) Reactant: [Cl:1][C:2]1[N:7]=[CH:6][C:5]([NH:8][C:9](=[O:15])[O:10][C:11]([CH3:14])([CH3:13])[CH3:12])=[C:4]([I:16])[CH:3]=1.[H-].[Na+].[CH3:19]I.O. Product: [Cl:1][C:2]1[N:7]=[CH:6][C:5]([N:8]([CH3:19])[C:9](=[O:15])[O:10][C:11]([CH3:12])([CH3:13])[CH3:14])=[C:4]([I:16])[CH:3]=1. The catalyst class is: 1. (7) Reactant: [C:1]1([S:7][C:8]2[CH:13]=[CH:12][C:11]([CH2:14][CH2:15][OH:16])=[CH:10][CH:9]=2)[CH:6]=[CH:5][CH:4]=[CH:3][CH:2]=1.[C:17]1(P(C2C=CC=CC=2)C2C=CC=CC=2)C=CC=C[CH:18]=1.N(C(N1CCCCC1)=O)=NC(N1CCCCC1)=O.[CH2:54]([O:56][C@@H:57]([CH2:61][C:62]1[CH:67]=[CH:66][C:65](O)=[CH:64][CH:63]=1)[C:58]([OH:60])=[O:59])[CH3:55]. Product: [CH2:17]([O:60][C:58](=[O:59])[C@@H:57]([O:56][CH2:54][CH3:55])[CH2:61][C:62]1[CH:67]=[CH:66][C:65]([O:16][CH2:15][CH2:14][C:11]2[CH:12]=[CH:13][C:8]([S:7][C:1]3[CH:2]=[CH:3][CH:4]=[CH:5][CH:6]=3)=[CH:9][CH:10]=2)=[CH:64][CH:63]=1)[CH3:18]. The catalyst class is: 4.